This data is from Forward reaction prediction with 1.9M reactions from USPTO patents (1976-2016). The task is: Predict the product of the given reaction. (1) Given the reactants [CH:1]1([CH2:6][C@@H:7]([C:16]([N:18]2[CH:22]([C:23]([NH:25][C:26]3[CH:31]=[CH:30][CH:29]=[C:28]([CH2:32][CH3:33])[N:27]=3)=[O:24])[CH2:21][CH:20]=[N:19]2)=[O:17])[CH2:8][C:9]([O:11]C(C)(C)C)=[O:10])[CH2:5][CH2:4][CH2:3][CH2:2]1.Cl, predict the reaction product. The product is: [CH:1]1([CH2:6][C@@H:7]([C:16]([N:18]2[CH:22]([C:23]([NH:25][C:26]3[CH:31]=[CH:30][CH:29]=[C:28]([CH2:32][CH3:33])[N:27]=3)=[O:24])[CH2:21][CH:20]=[N:19]2)=[O:17])[CH2:8][C:9]([OH:11])=[O:10])[CH2:5][CH2:4][CH2:3][CH2:2]1. (2) Given the reactants [NH2:1][C:2]1[C:11]2[N:10]=[C:9]([C:12]3[CH:17]=[CH:16][CH:15]=[C:14]([F:18])[CH:13]=3)[CH:8]=[CH:7][C:6]=2[C:5]([C:19]([O:21]CC)=[O:20])=[CH:4][N:3]=1.CO.[OH-].[Na+], predict the reaction product. The product is: [NH2:1][C:2]1[C:11]2[N:10]=[C:9]([C:12]3[CH:17]=[CH:16][CH:15]=[C:14]([F:18])[CH:13]=3)[CH:8]=[CH:7][C:6]=2[C:5]([C:19]([OH:21])=[O:20])=[CH:4][N:3]=1. (3) Given the reactants [F:1][C:2]1[CH:3]=[C:4]([C:9]2([OH:14])[CH2:13][CH2:12][NH:11][CH2:10]2)[CH:5]=[CH:6][C:7]=1[F:8].C(=O)([O-])[O-].[K+].[K+].I[CH2:22][CH3:23], predict the reaction product. The product is: [F:1][C:2]1[CH:3]=[C:4]([C:9]2([OH:14])[CH2:13][CH2:12][N:11]([CH2:22][CH3:23])[CH2:10]2)[CH:5]=[CH:6][C:7]=1[F:8]. (4) Given the reactants [C:1]([O:5][C:6](=[O:29])[NH:7][C:8]1([C:19]2[CH:24]=[CH:23][CH:22]=[C:21]([C:25]([CH3:28])([CH3:27])[CH3:26])[CH:20]=2)[CH2:13][CH2:12][C:11](=[O:14])[C:10](=[CH:15][N:16](C)C)[CH2:9]1)([CH3:4])([CH3:3])[CH3:2].NOS(O)(=O)=O, predict the reaction product. The product is: [C:1]([O:5][C:6](=[O:29])[NH:7][C:8]1([C:19]2[CH:24]=[CH:23][CH:22]=[C:21]([C:25]([CH3:28])([CH3:27])[CH3:26])[CH:20]=2)[CH2:9][C:10]2[CH:15]=[N:16][O:14][C:11]=2[CH2:12][CH2:13]1)([CH3:4])([CH3:3])[CH3:2]. (5) Given the reactants [C:1]([O:5][C:6](=[O:17])[CH2:7][O:8][C:9]1[CH:14]=[CH:13][CH:12]=[C:11]([CH2:15][NH2:16])[CH:10]=1)([CH3:4])([CH3:3])[CH3:2].[S:18]1[CH:22]=[CH:21][N:20]=[C:19]1[C:23]1[CH:30]=[CH:29][C:26]([CH:27]=O)=[CH:25][CH:24]=1.[BH4-].[Na+], predict the reaction product. The product is: [C:1]([O:5][C:6](=[O:17])[CH2:7][O:8][C:9]1[CH:14]=[CH:13][CH:12]=[C:11]([CH2:15][NH:16][CH2:27][C:26]2[CH:25]=[CH:24][C:23]([C:19]3[S:18][CH:22]=[CH:21][N:20]=3)=[CH:30][CH:29]=2)[CH:10]=1)([CH3:4])([CH3:2])[CH3:3]. (6) Given the reactants [NH2:1][C:2]1[C:10]([CH3:11])=[CH:9][CH:8]=[CH:7][C:3]=1[C:4]([NH2:6])=[O:5].[CH3:12][N:13]([CH3:23])[CH:14]1[CH2:19][CH2:18][CH:17]([C:20](Cl)=O)[CH2:16][CH2:15]1, predict the reaction product. The product is: [CH3:11][C:10]1[CH:9]=[CH:8][CH:7]=[C:3]2[C:2]=1[N:1]=[C:20]([CH:17]1[CH2:18][CH2:19][CH:14]([N:13]([CH3:23])[CH3:12])[CH2:15][CH2:16]1)[NH:6][C:4]2=[O:5]. (7) The product is: [CH2:1]([NH:3][C:4]([NH:5][C:6]1[N:11]=[CH:10][C:9]([C:31]2[CH:32]=[N:33][C:28]([F:27])=[CH:29][CH:30]=2)=[C:8]([C:15]2[S:16][CH:17]=[C:18]([C:20]3[CH:25]=[CH:24][CH:23]=[CH:22][CH:21]=3)[N:19]=2)[CH:7]=1)=[O:26])[CH3:2]. Given the reactants [CH2:1]([NH:3][C:4](=[O:26])[NH:5][C:6]1[N:11]=[CH:10][C:9](B(O)O)=[C:8]([C:15]2[S:16][CH:17]=[C:18]([C:20]3[CH:25]=[CH:24][CH:23]=[CH:22][CH:21]=3)[N:19]=2)[CH:7]=1)[CH3:2].[F:27][C:28]1[N:33]=[CH:32][C:31](B(O)O)=[CH:30][CH:29]=1.C(=O)(O)[O-].[Na+].O, predict the reaction product.